From a dataset of Reaction yield outcomes from USPTO patents with 853,638 reactions. Predict the reaction yield, written as a fraction of the theoretical maximum amount of product (1.0 means a 100% yield; for example, 0.34 means a 34% yield). (1) The reactants are [OH:1][C:2]1([C:41]2[CH:59]=[CH:58][CH:57]=[CH:56][C:42]=2[CH2:43][CH2:44][O:45][CH2:46][CH2:47][CH2:48][C:49]([O:51]C(C)(C)C)=[O:50])[CH2:7][CH2:6][N:5]([C:8]([C@:10]2([O:31][C:32]3[CH:36]=[C:35]([C:37]([F:40])([F:39])[F:38])[S:34][CH:33]=3)[CH2:15][CH2:14][CH2:13][N:12]([C:16](=[O:27])[C:17]3[C:22]([C:23]([F:26])([F:25])[F:24])=[CH:21][CH:20]=[CH:19][N:18]=3)[C@@H:11]2[CH2:28][CH2:29][CH3:30])=[O:9])[CH2:4][CH2:3]1. The catalyst is C1(C)C=CC=CC=1. The product is [OH:1][C:2]1([C:41]2[CH:59]=[CH:58][CH:57]=[CH:56][C:42]=2[CH2:43][CH2:44][O:45][CH2:46][CH2:47][CH2:48][C:49]([OH:51])=[O:50])[CH2:3][CH2:4][N:5]([C:8]([C@:10]2([O:31][C:32]3[CH:36]=[C:35]([C:37]([F:40])([F:38])[F:39])[S:34][CH:33]=3)[CH2:15][CH2:14][CH2:13][N:12]([C:16](=[O:27])[C:17]3[C:22]([C:23]([F:24])([F:25])[F:26])=[CH:21][CH:20]=[CH:19][N:18]=3)[C@@H:11]2[CH2:28][CH2:29][CH3:30])=[O:9])[CH2:6][CH2:7]1. The yield is 0.700. (2) The reactants are [NH2:1][C:2]1[C:11]([N+:12]([O-])=O)=[CH:10][CH:9]=[C:8]2[C:3]=1[C:4](=[O:17])[NH:5][C:6](=[O:16])[N:7]2[CH3:15]. The catalyst is CO.[Pd]. The product is [NH2:1][C:2]1[C:11]([NH2:12])=[CH:10][CH:9]=[C:8]2[C:3]=1[C:4](=[O:17])[NH:5][C:6](=[O:16])[N:7]2[CH3:15]. The yield is 0.990.